This data is from Catalyst prediction with 721,799 reactions and 888 catalyst types from USPTO. The task is: Predict which catalyst facilitates the given reaction. Reactant: Br[CH2:2][C:3]1[CH:8]=[CH:7][C:6]([C:9]([F:12])([F:11])[F:10])=[CH:5][CH:4]=1.[Cl:13][C:14]1[C:19]2[NH:20][CH:21]=[N:22][C:18]=2[CH:17]=[C:16]([Cl:23])[N:15]=1.C(=O)([O-])[O-].[Cs+].[Cs+].O. Product: [Cl:13][C:14]1[C:19]2[N:20]([CH2:2][C:3]3[CH:8]=[CH:7][C:6]([C:9]([F:12])([F:11])[F:10])=[CH:5][CH:4]=3)[CH:21]=[N:22][C:18]=2[CH:17]=[C:16]([Cl:23])[N:15]=1. The catalyst class is: 44.